This data is from Reaction yield outcomes from USPTO patents with 853,638 reactions. The task is: Predict the reaction yield, written as a fraction of the theoretical maximum amount of product (1.0 means a 100% yield; for example, 0.34 means a 34% yield). (1) The reactants are [OH:1][C:2]([C:4]([F:7])([F:6])[F:5])=[O:3].[CH3:8][O:9][C:10]1[CH:11]=[C:12]2[C:17](=[CH:18][C:19]=1[O:20][CH3:21])[N:16]=[CH:15][CH:14]=[C:13]2[O:22][C:23]1[CH:28]=[CH:27][C:26]([NH:29][C:30]([C:32]2[C:33](=[O:46])[N:34]([C:39]3[CH:44]=[CH:43][C:42]([F:45])=[CH:41][CH:40]=3)[C:35](=[O:38])[NH:36][N:37]=2)=[O:31])=[CH:25][C:24]=1[F:47].[CH2:48](Br)[C:49]#[CH:50].C(=O)([O-])[O-].[K+].[K+]. The catalyst is CN(C)C=O. The product is [OH:3][C:2]([C:4]([F:7])([F:6])[F:5])=[O:1].[CH3:8][O:9][C:10]1[CH:11]=[C:12]2[C:17](=[CH:18][C:19]=1[O:20][CH3:21])[N:16]=[CH:15][CH:14]=[C:13]2[O:22][C:23]1[CH:28]=[CH:27][C:26]([NH:29][C:30]([C:32]2[C:33](=[O:46])[N:34]([C:39]3[CH:44]=[CH:43][C:42]([F:45])=[CH:41][CH:40]=3)[C:35](=[O:38])[N:36]([CH2:50][C:49]#[CH:48])[N:37]=2)=[O:31])=[CH:25][C:24]=1[F:47]. The yield is 0.300. (2) The reactants are [CH3:1][N:2]1[CH2:6][CH2:5][CH2:4][C@H:3]1[C:7]1[CH:8]=[C:9]([OH:13])[CH:10]=[N:11][CH:12]=1.Br[CH2:15][CH2:16][NH:17][C:18](=[O:24])[O:19][C:20]([CH3:23])([CH3:22])[CH3:21].C(=O)([O-])[O-].[K+].[K+]. The catalyst is CN(C=O)C. The product is [CH3:1][N:2]1[CH2:6][CH2:5][CH2:4][C@H:3]1[C:7]1[CH:8]=[C:9]([O:13][CH2:15][CH2:16][NH:17][C:18](=[O:24])[O:19][C:20]([CH3:23])([CH3:22])[CH3:21])[CH:10]=[N:11][CH:12]=1. The yield is 0.340. (3) The product is [F:25][C:26]1[CH:34]=[CH:33][CH:32]=[CH:31][C:27]=1[C:28]([NH:1][C:2]1[CH:7]=[CH:6][C:5]([N:8]2[C:14](=[O:15])[CH2:13][C:12](=[O:16])[NH:11][C:10]3[C:17]4[C:22]([CH:23]=[CH:24][C:9]2=3)=[CH:21][CH:20]=[CH:19][CH:18]=4)=[CH:4][CH:3]=1)=[O:29]. The reactants are [NH2:1][C:2]1[CH:7]=[CH:6][C:5]([N:8]2[C:14](=[O:15])[CH2:13][C:12](=[O:16])[NH:11][C:10]3[C:17]4[C:22]([CH:23]=[CH:24][C:9]2=3)=[CH:21][CH:20]=[CH:19][CH:18]=4)=[CH:4][CH:3]=1.[F:25][C:26]1[CH:34]=[CH:33][CH:32]=[CH:31][C:27]=1[C:28](Cl)=[O:29].IC1C=CC=CC=1C(NCCN1C(=O)CC(=O)NC2C3C(C=CC1=2)=CC=CC=3)=O. No catalyst specified. The yield is 0.670. (4) The yield is 0.680. The reactants are [CH3:1][O:2][C:3](=[O:26])[C:4]1[CH:9]=[C:8](OS(C(F)(F)F)(=O)=O)[CH:7]=[C:6]([O:18][CH2:19][C:20]2[CH:25]=[CH:24][CH:23]=[CH:22][CH:21]=2)[CH:5]=1.[Cl-].[Li+].[Br-].[CH2:30]([Zn+])[CH:31]([CH3:33])[CH3:32]. The catalyst is C1C=CC([P]([Pd]([P](C2C=CC=CC=2)(C2C=CC=CC=2)C2C=CC=CC=2)([P](C2C=CC=CC=2)(C2C=CC=CC=2)C2C=CC=CC=2)[P](C2C=CC=CC=2)(C2C=CC=CC=2)C2C=CC=CC=2)(C2C=CC=CC=2)C2C=CC=CC=2)=CC=1.C1COCC1. The product is [CH3:1][O:2][C:3](=[O:26])[C:4]1[CH:9]=[C:8]([CH2:30][CH:31]([CH3:33])[CH3:32])[CH:7]=[C:6]([O:18][CH2:19][C:20]2[CH:25]=[CH:24][CH:23]=[CH:22][CH:21]=2)[CH:5]=1. (5) The reactants are [NH:1]([CH2:3][CH2:4][OH:5])[NH2:2].C(O[CH:9]=[C:10]([C:13]#[N:14])[C:11]#[N:12])C. The catalyst is CCO. The product is [NH2:14][C:13]1[N:1]([CH2:3][CH2:4][OH:5])[N:2]=[CH:9][C:10]=1[C:11]#[N:12]. The yield is 0.760.